From a dataset of Forward reaction prediction with 1.9M reactions from USPTO patents (1976-2016). Predict the product of the given reaction. (1) Given the reactants [H-].[H-].[H-].[H-].[Li+].[Al+3].[CH3:7][O:8][C:9]1[CH:10]=[C:11]([CH:16]=[CH:17][C:18]=1[O:19][CH3:20])[O:12][CH2:13][C:14]#[N:15].O.C(Cl)Cl.CO, predict the reaction product. The product is: [CH3:7][O:8][C:9]1[CH:10]=[C:11]([CH:16]=[CH:17][C:18]=1[O:19][CH3:20])[O:12][CH2:13][CH2:14][NH2:15]. (2) Given the reactants [CH2:1]([O:8][CH2:9][C@@H:10]([C:13]1[CH:18]=[CH:17][C:16](Br)=[CH:15][C:14]=1[CH3:20])[CH2:11][F:12])[C:2]1[CH:7]=[CH:6][CH:5]=[CH:4][CH:3]=1.[Li]CCCC.[B:26](OC)([O:29]C)[O:27]C.Cl, predict the reaction product. The product is: [CH2:1]([O:8][CH2:9][C@@H:10]([C:13]1[CH:18]=[CH:17][C:16]([B:26]([OH:29])[OH:27])=[CH:15][C:14]=1[CH3:20])[CH2:11][F:12])[C:2]1[CH:7]=[CH:6][CH:5]=[CH:4][CH:3]=1. (3) Given the reactants COC([O:5][C@@H:6]1[C@H:10]([O:11]C(OC)=O)[C@@H:9]([CH3:16])[O:8][C@H:7]1[N:17]1[CH:32]=[C:31]([F:33])[C:21]([NH:22][C:23]([O:25][CH2:26][CH2:27][CH2:28][CH2:29][CH3:30])=[O:24])=[N:20][C:18]1=[O:19])=O.CO.[OH-].[Na+].Cl, predict the reaction product. The product is: [F:33][C:31]1[C:21]([NH:22][C:23]([O:25][CH2:26][CH2:27][CH2:28][CH2:29][CH3:30])=[O:24])=[N:20][C:18](=[O:19])[N:17]([CH:32]=1)[C@@H:7]1[O:8][C@H:9]([CH3:16])[C@@H:10]([OH:11])[C@H:6]1[OH:5]. (4) Given the reactants [F:1][C:2]1[CH:11]=[C:10]([F:12])[CH:9]=[C:8]2[C:3]=1[C:4]([NH:20][C:21]1[C:26](I)=[CH:25][N:24]=[C:23]([N:28]3[CH2:33][CH2:32][O:31][CH2:30][CH2:29]3)[CH:22]=1)=[C:5]([CH3:19])[C:6]([C:13]1[CH:18]=[CH:17][CH:16]=[CH:15][N:14]=1)=[N:7]2.[OH:34][C:35]1[CH:40]=[CH:39][C:38](B(O)O)=[CH:37][CH:36]=1.C1(P(C2CCCCC2)C2CCCCC2)CCCCC1.[O-]P([O-])([O-])=O.[K+].[K+].[K+], predict the reaction product. The product is: [F:1][C:2]1[CH:11]=[C:10]([F:12])[CH:9]=[C:8]2[C:3]=1[C:4]([NH:20][C:21]1[CH:22]=[C:23]([N:28]3[CH2:33][CH2:32][O:31][CH2:30][CH2:29]3)[N:24]=[CH:25][C:26]=1[C:38]1[CH:39]=[CH:40][C:35]([OH:34])=[CH:36][CH:37]=1)=[C:5]([CH3:19])[C:6]([C:13]1[CH:18]=[CH:17][CH:16]=[CH:15][N:14]=1)=[N:7]2. (5) Given the reactants [Br:1][C:2]1[CH:10]=[C:9]2[C:5]([C:6]([CH2:11][N:12]([CH3:20])[C:13](=[O:19])[O:14][C:15]([CH3:18])([CH3:17])[CH3:16])=[CH:7][NH:8]2)=[CH:4][CH:3]=1.[H-].[Na+].[F:23][CH:24]([F:36])[O:25][C:26]1[CH:27]=[C:28]([S:32](Cl)(=[O:34])=[O:33])[CH:29]=[CH:30][CH:31]=1.[Cl-].[NH4+], predict the reaction product. The product is: [Br:1][C:2]1[CH:10]=[C:9]2[C:5]([C:6]([CH2:11][N:12]([CH3:20])[C:13](=[O:19])[O:14][C:15]([CH3:16])([CH3:17])[CH3:18])=[CH:7][N:8]2[S:32]([C:28]2[CH:29]=[CH:30][CH:31]=[C:26]([O:25][CH:24]([F:23])[F:36])[CH:27]=2)(=[O:34])=[O:33])=[CH:4][CH:3]=1. (6) Given the reactants Cl[C:2]1[N:7]=[C:6]([NH:8][CH:9]([C:13]2[CH:18]=[CH:17][CH:16]=[CH:15][CH:14]=2)[C:10]([NH2:12])=[O:11])[CH:5]=[N:4][CH:3]=1.C([O-])([O-])=O.[K+].[K+].[Cl:25][C:26]1[CH:27]=[CH:28][C:29]([F:35])=[C:30](B(O)O)[CH:31]=1, predict the reaction product. The product is: [Cl:25][C:26]1[CH:31]=[CH:30][C:29]([F:35])=[C:28]([C:2]2[N:7]=[C:6]([NH:8][CH:9]([C:13]3[CH:18]=[CH:17][CH:16]=[CH:15][CH:14]=3)[C:10]([NH2:12])=[O:11])[CH:5]=[N:4][CH:3]=2)[CH:27]=1. (7) The product is: [S:30](=[O:32])(=[O:31])([O:29][CH2:28][C@H:26]1[CH2:27][C@@H:23]([NH:22][C:17]2[C:16]([C:14]([C:10]3[S:11][C:12]([Cl:13])=[C:8]([CH2:1][C:2]4[CH:7]=[CH:6][CH:5]=[CH:4][CH:3]=4)[CH:9]=3)=[O:15])=[CH:21][N:20]=[CH:19][N:18]=2)[C@@H:24]([F:42])[C@@H:25]1[OH:41])[NH2:33]. Given the reactants [CH2:1]([C:8]1[CH:9]=[C:10]([C:14]([C:16]2[C:17]([NH:22][C@@H:23]3[CH2:27][C@H:26]([CH2:28][O:29][S:30]([NH:33]C(=O)OC(C)(C)C)(=[O:32])=[O:31])[C@@H:25]([OH:41])[C@@H:24]3[F:42])=[N:18][CH:19]=[N:20][CH:21]=2)=[O:15])[S:11][C:12]=1[Cl:13])[C:2]1[CH:7]=[CH:6][CH:5]=[CH:4][CH:3]=1, predict the reaction product.